From a dataset of Forward reaction prediction with 1.9M reactions from USPTO patents (1976-2016). Predict the product of the given reaction. (1) Given the reactants IC1C=CC(C)=CC=1S(O)(=O)=O.OOS([O-])=O.[K+].[C:19]1([CH:25]([OH:27])[CH3:26])[CH:24]=[CH:23][CH:22]=[CH:21][CH:20]=1, predict the reaction product. The product is: [C:25]([C:19]1[CH:24]=[CH:23][CH:22]=[CH:21][CH:20]=1)(=[O:27])[CH3:26]. (2) Given the reactants [F:1][C:2]1[CH:3]=[CH:4][C:5]([C:8]2[N:12]=[C:11]([C:13]3[CH:18]=[C:17]([C:19]4[N:20]=[CH:21][N:22](C(C5C=CC=CC=5)(C5C=CC=CC=5)C5C=CC=CC=5)[CH:23]=4)[CH:16]=[C:15]([F:43])[CH:14]=3)[O:10][N:9]=2)=[N:6][CH:7]=1.Cl, predict the reaction product. The product is: [F:1][C:2]1[CH:3]=[CH:4][C:5]([C:8]2[N:12]=[C:11]([C:13]3[CH:18]=[C:17]([C:19]4[N:20]=[CH:21][NH:22][CH:23]=4)[CH:16]=[C:15]([F:43])[CH:14]=3)[O:10][N:9]=2)=[N:6][CH:7]=1.